Dataset: Forward reaction prediction with 1.9M reactions from USPTO patents (1976-2016). Task: Predict the product of the given reaction. (1) Given the reactants [C:1]([N:6]1[C@H:11]([C:12]2[CH:17]=[C:16]([F:18])[C:15]([F:19])=[C:14]([F:20])[CH:13]=2)[CH2:10][O:9][CH2:8][C@@H:7]1/[CH:21]=[CH:22]/[C:23](OC)=O)(=[O:5])CC=C.C(N(CC)CC)C, predict the reaction product. The product is: [F:18][C:16]1[CH:17]=[C:12]([C@@H:11]2[CH2:10][O:9][CH2:8][C@@H:7]3[CH:21]=[CH:22][CH2:23][C:1](=[O:5])[N:6]23)[CH:13]=[C:14]([F:20])[C:15]=1[F:19]. (2) Given the reactants [CH3:1][C:2]1[N:3]=[C:4]([NH:11][C:12](=[S:20])OC2C=CC=CC=2)[C:5]([O:9][CH3:10])=[N:6][C:7]=1[CH3:8].[CH3:21][O:22][C:23]1[CH:24]=[C:25]([N:31]2[CH2:36][CH2:35][NH:34][CH2:33][CH2:32]2)[CH:26]=[C:27]([O:29][CH3:30])[CH:28]=1.C1CCN2C(=NCCC2)CC1, predict the reaction product. The product is: [CH3:1][C:2]1[N:3]=[C:4]([NH:11][C:12]([N:34]2[CH2:33][CH2:32][N:31]([C:25]3[CH:24]=[C:23]([O:22][CH3:21])[CH:28]=[C:27]([O:29][CH3:30])[CH:26]=3)[CH2:36][CH2:35]2)=[S:20])[C:5]([O:9][CH3:10])=[N:6][C:7]=1[CH3:8]. (3) Given the reactants [F:1][C:2]1[CH:3]=[C:4]([C@:13]([NH:24][S@@:25]([C:27]([CH3:30])([CH3:29])[CH3:28])=[O:26])([C:17]2[C:22](F)=[CH:21][CH:20]=[CH:19][N:18]=2)[CH2:14][CH2:15][OH:16])[CH:5]=[CH:6][C:7]=1[O:8][C:9]([F:12])([F:11])[F:10], predict the reaction product. The product is: [F:1][C:2]1[CH:3]=[C:4]([C@:13]2([NH:24][S@@:25]([C:27]([CH3:28])([CH3:30])[CH3:29])=[O:26])[C:17]3=[N:18][CH:19]=[CH:20][CH:21]=[C:22]3[O:16][CH2:15][CH2:14]2)[CH:5]=[CH:6][C:7]=1[O:8][C:9]([F:11])([F:12])[F:10]. (4) Given the reactants [CH3:1][C:2]1([CH3:19])[N:6]([C:7]([O:9][C:10]([CH3:13])([CH3:12])[CH3:11])=[O:8])[C@@H:5]([C@@H:14]([CH2:16][CH:17]=O)[CH3:15])[CH2:4][O:3]1.C(N1CCC(N)CC1)(C)C.C(O[BH-](OC(=O)C)OC(=O)C)(=O)C.[Na+].C(=O)([O-])[O-].[Na+].[Na+].[C:50](Cl)([O:52][CH2:53][C:54]1[CH:59]=[CH:58][CH:57]=[CH:56][CH:55]=1)=[O:51], predict the reaction product. The product is: [CH2:53]([O:52][C:50]([CH2:17][CH2:16][C@H:14]([C@H:5]1[CH2:4][O:3][C:2]([CH3:19])([CH3:1])[N:6]1[C:7]([O:9][C:10]([CH3:13])([CH3:12])[CH3:11])=[O:8])[CH3:15])=[O:51])[C:54]1[CH:59]=[CH:58][CH:57]=[CH:56][CH:55]=1. (5) The product is: [CH2:21]([NH:28][C:2]1[C:7]([N+:8]([O-:10])=[O:9])=[CH:6][CH:5]=[C:4]([N:33]2[CH2:34][CH2:35][N:30]([CH3:29])[CH2:31][CH2:32]2)[N:3]=1)[C:22]1[CH:27]=[CH:26][CH:25]=[CH:24][CH:23]=1. Given the reactants Cl[C:2]1[C:7]([N+:8]([O-:10])=[O:9])=[CH:6][CH:5]=[C:4](Cl)[N:3]=1.CCN(C(C)C)C(C)C.[CH2:21]([NH2:28])[C:22]1[CH:27]=[CH:26][CH:25]=[CH:24][CH:23]=1.[CH3:29][N:30]1[CH2:35][CH2:34][NH:33][CH2:32][CH2:31]1, predict the reaction product. (6) The product is: [Br:21][C:22]1[CH:27]=[CH:26][C:25]([NH2:28])=[C:24]([C:14]#[C:13][CH2:12][CH2:11][N:15]2[CH2:19][CH2:18][CH2:17][C@H:16]2[CH3:20])[CH:23]=1. Given the reactants C#CC(N1CCCC1C)C.[CH2:11]([N:15]1[CH2:19][CH2:18][CH2:17][C@H:16]1[CH3:20])[CH2:12][C:13]#[CH:14].[Br:21][C:22]1[CH:27]=[CH:26][C:25]([NH2:28])=[C:24](I)[CH:23]=1.C(NC(C)C)(C)C, predict the reaction product. (7) Given the reactants [ClH:1].[N:2]12[CH2:11][CH:6]3[CH2:7][CH:8]([CH2:10][CH:4]([C@H:5]3[NH2:12])[CH2:3]1)[CH2:9]2.[CH3:13][C:14]1[NH:18][C:17]2[CH:19]=[CH:20][C:21]([C:23](O)=[O:24])=[CH:22][C:16]=2[N:15]=1.N, predict the reaction product. The product is: [ClH:1].[ClH:1].[N:2]12[CH2:11][CH:6]3[CH2:7][CH:8]([CH2:10][CH:4]([C@H:5]3[NH:12][C:23]([C:21]3[CH:20]=[CH:19][C:17]4[NH:18][C:14]([CH3:13])=[N:15][C:16]=4[CH:22]=3)=[O:24])[CH2:3]1)[CH2:9]2. (8) Given the reactants Cl[C:2]1[N:7]=[C:6]([Cl:8])[N:5]=[C:4]2[NH:9][N:10]=[CH:11][C:3]=12.C(=O)([O-])[O-].[Na+].[Na+].O, predict the reaction product. The product is: [Cl:8][C:6]1[N:5]=[C:4]2[NH:9][N:10]=[CH:11][C:3]2=[CH:2][N:7]=1. (9) Given the reactants [NH2:1][C:2]1[C:7]([F:8])=[C:6]([C:9]2[CH:14]=[CH:13][C:12]([Cl:15])=[CH:11][CH:10]=2)[N:5]=[C:4]([C:16]([O:18][CH3:19])=[O:17])[CH:3]=1.II.[I:22](O)(=O)(=O)=O, predict the reaction product. The product is: [NH2:1][C:2]1[C:7]([F:8])=[C:6]([C:9]2[CH:10]=[CH:11][C:12]([Cl:15])=[CH:13][CH:14]=2)[N:5]=[C:4]([C:16]([O:18][CH3:19])=[O:17])[C:3]=1[I:22].